This data is from Reaction yield outcomes from USPTO patents with 853,638 reactions. The task is: Predict the reaction yield, written as a fraction of the theoretical maximum amount of product (1.0 means a 100% yield; for example, 0.34 means a 34% yield). (1) The reactants are [CH:1]1[C:14]2[CH:13]=[C:12](B(O)O)[C:11]3[C:6](=[CH:7][CH:8]=[CH:9][CH:10]=3)[C:5]=2[CH:4]=[CH:3][CH:2]=1.Br[C:19]1[CH:20]=[C:21]([C:26]2[N:31]=[C:30]([C:32]3[CH:37]=[CH:36][CH:35]=[CH:34][CH:33]=3)[N:29]=[C:28]([C:38]3[CH:43]=[CH:42][CH:41]=[CH:40][CH:39]=3)[N:27]=2)[CH:22]=[C:23](Br)[CH:24]=1.C([O-])([O-])=O.[K+].[K+].[N:50]1[CH:55]=[CH:54][CH:53]=[CH:52][C:51]=1[C:56]1[CH:57]=[C:58](B(O)O)[CH:59]=[CH:60][CH:61]=1. The catalyst is C1C=CC([P]([Pd]([P](C2C=CC=CC=2)(C2C=CC=CC=2)C2C=CC=CC=2)([P](C2C=CC=CC=2)(C2C=CC=CC=2)C2C=CC=CC=2)[P](C2C=CC=CC=2)(C2C=CC=CC=2)C2C=CC=CC=2)(C2C=CC=CC=2)C2C=CC=CC=2)=CC=1.C(O)C.C1(C)C=CC=CC=1. The product is [C:32]1([C:30]2[N:29]=[C:28]([C:38]3[CH:39]=[CH:40][CH:41]=[CH:42][CH:43]=3)[N:27]=[C:26]([C:21]3[CH:20]=[C:19]([C:58]4[CH:59]=[CH:60][CH:61]=[C:56]([C:51]5[CH:52]=[CH:53][CH:54]=[CH:55][N:50]=5)[CH:57]=4)[CH:24]=[C:23]([C:13]4[C:14]5[C:5]([C:6]6[CH:7]=[CH:8][CH:9]=[CH:10][C:11]=6[CH:12]=4)=[CH:4][CH:3]=[CH:2][CH:1]=5)[CH:22]=3)[N:31]=2)[CH:37]=[CH:36][CH:35]=[CH:34][CH:33]=1. The yield is 0.370. (2) The reactants are [Br:1][C:2]1[C:3]2[CH:4]=[C:5]3[CH2:14][NH:13][CH2:12][CH2:11][N:6]3[C:7]=2[CH:8]=[CH:9][CH:10]=1.FC(F)(F)C(O)=O.[BH4-].[Na+].[OH-].[Na+]. The catalyst is C1COCC1. The product is [Br:1][C:2]1[C:3]2[CH2:4][CH:5]3[CH2:14][NH:13][CH2:12][CH2:11][N:6]3[C:7]=2[CH:8]=[CH:9][CH:10]=1. The yield is 0.680. (3) The reactants are Cl[C:2]1[CH:20]=[CH:19][C:5]([C:6]([NH:8][C:9]2[CH:14]=[CH:13][C:12]([C:15]([F:18])([F:17])[F:16])=[CH:11][CH:10]=2)=[O:7])=[CH:4][N:3]=1.O.[NH2:22][NH2:23]. The product is [NH:22]([C:2]1[CH:20]=[CH:19][C:5]([C:6]([NH:8][C:9]2[CH:14]=[CH:13][C:12]([C:15]([F:18])([F:17])[F:16])=[CH:11][CH:10]=2)=[O:7])=[CH:4][N:3]=1)[NH2:23]. The catalyst is C(O)C. The yield is 0.640. (4) The reactants are [NH2:1][C:2]1[N:7]=[CH:6][C:5](/[CH:8]=[CH:9]/[C:10]([N:12]([CH2:14][C:15]2[S:19][C:18]3[C:20]([F:24])=[CH:21][CH:22]=[CH:23][C:17]=3[C:16]=2[Cl:25])[CH3:13])=[O:11])=[CH:4][CH:3]=1.Cl. The catalyst is C(Cl)Cl.CCOCC. The product is [ClH:25].[NH2:1][C:2]1[N:7]=[CH:6][C:5](/[CH:8]=[CH:9]/[C:10]([N:12]([CH2:14][C:15]2[S:19][C:18]3[C:20]([F:24])=[CH:21][CH:22]=[CH:23][C:17]=3[C:16]=2[Cl:25])[CH3:13])=[O:11])=[CH:4][CH:3]=1. The yield is 0.960.